This data is from Forward reaction prediction with 1.9M reactions from USPTO patents (1976-2016). The task is: Predict the product of the given reaction. (1) Given the reactants C1N=CN([C:6](N2C=NC=C2)=[O:7])C=1.[NH2:13][C:14]1[N:18]([C:19]2[CH:20]=[C:21]([P:25](=[O:28])([CH3:27])[CH3:26])[CH:22]=[CH:23][CH:24]=2)[N:17]=[C:16]([C:29]([CH3:32])([CH3:31])[CH3:30])[CH:15]=1.[Cl:33][C:34]1[N:39]=[C:38]([O:40][C:41]2[C:50]3[C:45](=[CH:46][CH:47]=[CH:48][CH:49]=3)[C:44]([NH2:51])=[CH:43][CH:42]=2)[CH:37]=[CH:36][N:35]=1, predict the reaction product. The product is: [C:29]([C:16]1[CH:15]=[C:14]([NH:13][C:6]([NH:51][C:44]2[C:45]3[C:50](=[CH:49][CH:48]=[CH:47][CH:46]=3)[C:41]([O:40][C:38]3[CH:37]=[CH:36][N:35]=[C:34]([Cl:33])[N:39]=3)=[CH:42][CH:43]=2)=[O:7])[N:18]([C:19]2[CH:24]=[CH:23][CH:22]=[C:21]([P:25]([CH3:26])([CH3:27])=[O:28])[CH:20]=2)[N:17]=1)([CH3:32])([CH3:31])[CH3:30]. (2) Given the reactants [OH-].[Na+].CO.[CH:5]1([C:8]2[CH:13]=[C:12]([CH2:14][N:15]3[CH2:20][CH2:19][CH:18]([N:21]4[CH2:30][CH2:29][C:28]5[N:27]=[C:26]([CH2:31][CH2:32][CH3:33])[C:25]([C:34]([O:36]C)=[O:35])=[CH:24][C:23]=5[C:22]4=[O:38])[CH2:17][CH2:16]3)[C:11]([O:39][CH2:40][CH3:41])=[CH:10][C:9]=2[C:42]2[CH:47]=[CH:46][CH:45]=[CH:44][CH:43]=2)[CH2:7][CH2:6]1.Cl, predict the reaction product. The product is: [CH:5]1([C:8]2[CH:13]=[C:12]([CH2:14][N:15]3[CH2:20][CH2:19][CH:18]([N:21]4[CH2:30][CH2:29][C:28]5[N:27]=[C:26]([CH2:31][CH2:32][CH3:33])[C:25]([C:34]([OH:36])=[O:35])=[CH:24][C:23]=5[C:22]4=[O:38])[CH2:17][CH2:16]3)[C:11]([O:39][CH2:40][CH3:41])=[CH:10][C:9]=2[C:42]2[CH:47]=[CH:46][CH:45]=[CH:44][CH:43]=2)[CH2:6][CH2:7]1. (3) Given the reactants [NH2:1][C:2]1[N:7]=[CH:6][N:5]=[C:4]([NH:8][C@H:9]([C:11]2[N:16]([C:17]3[CH:22]=[CH:21][CH:20]=[CH:19][CH:18]=3)[C:15](=[O:23])[C:14]3=[C:24]([CH3:27])[CH:25]=[CH:26][N:13]3[N:12]=2)[CH3:10])[C:3]=1Br.[OH:29][C:30]1[CH:35]=[CH:34][C:33]([S:36]([NH:39][C:40]2[C:41]([O:55][CH3:56])=[N:42][CH:43]=[C:44](B3OC(C)(C)C(C)(C)O3)[CH:45]=2)(=[O:38])=[O:37])=[CH:32][C:31]=1[CH3:57].C(=O)([O-])[O-].[Cs+].[Cs+], predict the reaction product. The product is: [NH2:1][C:2]1[C:3]([C:44]2[CH:45]=[C:40]([NH:39][S:36]([C:33]3[CH:34]=[CH:35][C:30]([OH:29])=[C:31]([CH3:57])[CH:32]=3)(=[O:38])=[O:37])[C:41]([O:55][CH3:56])=[N:42][CH:43]=2)=[C:4]([NH:8][C@H:9]([C:11]2[N:16]([C:17]3[CH:22]=[CH:21][CH:20]=[CH:19][CH:18]=3)[C:15](=[O:23])[C:14]3=[C:24]([CH3:27])[CH:25]=[CH:26][N:13]3[N:12]=2)[CH3:10])[N:5]=[CH:6][N:7]=1. (4) Given the reactants F[C:2]1[CH:7]=[CH:6][C:5]([CH2:8][OH:9])=[CH:4][C:3]=1[N+:10]([O-:12])=[O:11].[CH3:13][CH:14]1[CH2:19][CH2:18][NH:17][CH2:16][CH2:15]1.N1CCOCC1, predict the reaction product. The product is: [CH3:13][CH:14]1[CH2:19][CH2:18][N:17]([C:2]2[CH:7]=[CH:6][C:5]([CH2:8][OH:9])=[CH:4][C:3]=2[N+:10]([O-:12])=[O:11])[CH2:16][CH2:15]1.